From a dataset of Full USPTO retrosynthesis dataset with 1.9M reactions from patents (1976-2016). Predict the reactants needed to synthesize the given product. (1) The reactants are: [Cl:1][C:2]1[C:3]2[N:4]([C:8]([CH:11]3[CH2:16][CH2:15][N:14]([CH3:17])[C:13](=[O:18])[CH2:12]3)=[N:9][CH:10]=2)[CH:5]=[CH:6][N:7]=1.[Br:19]N1C(=O)CCC1=O. Given the product [Br:19][C:10]1[N:9]=[C:8]([CH:11]2[CH2:16][CH2:15][N:14]([CH3:17])[C:13](=[O:18])[CH2:12]2)[N:4]2[CH:5]=[CH:6][N:7]=[C:2]([Cl:1])[C:3]=12, predict the reactants needed to synthesize it. (2) Given the product [CH3:1][O:2][C:3](=[O:19])[CH:4]([NH:8][C:9](=[O:18])[C:10]1[C:11]([Cl:17])=[CH:12][CH:13]=[CH:14][C:15]=1[Cl:16])[CH2:5]/[CH:6]=[CH:7]/[C:34]1[CH:35]=[CH:36][C:31]([N:24]([CH2:23][CH:20]2[CH2:21][CH2:22]2)[C:25]2[N:26]=[CH:27][CH:28]=[CH:29][N:30]=2)=[CH:32][CH:33]=1, predict the reactants needed to synthesize it. The reactants are: [CH3:1][O:2][C:3](=[O:19])[CH:4]([NH:8][C:9](=[O:18])[C:10]1[C:15]([Cl:16])=[CH:14][CH:13]=[CH:12][C:11]=1[Cl:17])[CH2:5][CH:6]=[CH2:7].[CH:20]1([CH2:23][N:24]([C:31]2[CH:36]=[CH:35][C:34](I)=[CH:33][CH:32]=2)[C:25]2[N:30]=[CH:29][CH:28]=[CH:27][N:26]=2)[CH2:22][CH2:21]1. (3) Given the product [CH3:8][O:9][C:10]1[CH:11]=[C:12]([C:13]2[N:15]([C:16]3[CH:21]=[CH:20][CH:19]=[CH:18][C:17]=3[N+:22]([O-:24])=[O:23])[N:42]=[N:41][N:40]=2)[CH:25]=[CH:26][C:27]=1[C:28]1[CH:33]=[CH:32][CH:31]=[CH:30][N:29]=1, predict the reactants needed to synthesize it. The reactants are: C1(C)C=CC=CC=1.[CH3:8][O:9][C:10]1[CH:11]=[C:12]([CH:25]=[CH:26][C:27]=1[C:28]1[CH:33]=[CH:32][CH:31]=[CH:30][N:29]=1)[C:13]([NH:15][C:16]1[CH:21]=[CH:20][CH:19]=[CH:18][C:17]=1[N+:22]([O-:24])=[O:23])=O.P(Cl)(Cl)(Cl)(Cl)Cl.[N-:40]=[N+:41]=[N-:42].[Na+]. (4) Given the product [Cl:18][C:15]1[N:14]([C:19]2[CH:24]=[CH:23][C:22]([F:25])=[CH:21][CH:20]=2)[C:9]2=[C:10]([C:12]#[N:13])[N:11]=[C:6]([C:4]([NH:27][CH2:28][C:29]([OH:31])=[O:30])=[O:5])[C:7]([OH:26])=[C:8]2[C:16]=1[Cl:17], predict the reactants needed to synthesize it. The reactants are: C(O[C:4]([C:6]1[C:7]([OH:26])=[C:8]2[C:16]([Cl:17])=[C:15]([Cl:18])[N:14]([C:19]3[CH:24]=[CH:23][C:22]([F:25])=[CH:21][CH:20]=3)[C:9]2=[C:10]([C:12]#[N:13])[N:11]=1)=[O:5])C.[NH2:27][CH2:28][C:29]([OH:31])=[O:30].C[O-].[Na+].CO. (5) Given the product [OH:37][C@@H:35]([CH3:36])[C:33]([NH:1][C@H:2]1[CH2:7][CH2:6][C@H:5]([NH:8][C:9]([C:11]2[C:15]3[N:16]=[CH:17][N:18]=[C:19]([C:20]4[CH:25]=[CH:24][C:23]([F:26])=[CH:22][C:21]=4[O:27][CH2:28][CH:29]4[CH2:30][CH2:31]4)[C:14]=3[NH:13][CH:12]=2)=[O:10])[CH2:4][CH2:3]1)=[O:34], predict the reactants needed to synthesize it. The reactants are: [NH2:1][C@H:2]1[CH2:7][CH2:6][C@H:5]([NH:8][C:9]([C:11]2[C:15]3[N:16]=[CH:17][N:18]=[C:19]([C:20]4[CH:25]=[CH:24][C:23]([F:26])=[CH:22][C:21]=4[O:27][CH2:28][CH:29]4[CH2:31][CH2:30]4)[C:14]=3[NH:13][CH:12]=2)=[O:10])[CH2:4][CH2:3]1.Cl[C:33]([C@@H:35]([O:37]C(=O)C)[CH3:36])=[O:34].